Dataset: Catalyst prediction with 721,799 reactions and 888 catalyst types from USPTO. Task: Predict which catalyst facilitates the given reaction. (1) Reactant: [F:1][C:2]([F:20])([F:19])[C:3]1[CH:4]=[C:5]([C:13]([CH3:18])([CH3:17])[C:14](Cl)=[O:15])[CH:6]=[C:7]([C:9]([F:12])([F:11])[F:10])[CH:8]=1.[CH2:21]([N:28]1[CH2:32][C@@H:31]([C:33]2[CH:38]=[CH:37][CH:36]=[CH:35][C:34]=2[CH3:39])[C@H:30]([NH:40][CH3:41])[CH2:29]1)[C:22]1[CH:27]=[CH:26][CH:25]=[CH:24][CH:23]=1.C(N(C(C)C)C(C)C)C. Product: [CH2:21]([N:28]1[CH2:32][C@@H:31]([C:33]2[CH:38]=[CH:37][CH:36]=[CH:35][C:34]=2[CH3:39])[C@H:30]([N:40]([CH3:41])[C:14](=[O:15])[C:13]([C:5]2[CH:4]=[C:3]([C:2]([F:20])([F:19])[F:1])[CH:8]=[C:7]([C:9]([F:12])([F:11])[F:10])[CH:6]=2)([CH3:18])[CH3:17])[CH2:29]1)[C:22]1[CH:23]=[CH:24][CH:25]=[CH:26][CH:27]=1. The catalyst class is: 2. (2) Reactant: C([O-])=O.[NH4+].[CH3:5][O:6][C:7]1[CH:8]=[N:9][CH:10]=[CH:11][C:12]=1[C:13]1[CH:18]=[CH:17][C:16]([N+:19]([O-])=O)=[C:15]([O:22][CH:23]([CH3:25])[CH3:24])[CH:14]=1. Product: [CH3:5][O:6][C:7]1[CH:8]=[N:9][CH:10]=[CH:11][C:12]=1[C:13]1[CH:18]=[CH:17][C:16]([NH2:19])=[C:15]([O:22][CH:23]([CH3:25])[CH3:24])[CH:14]=1. The catalyst class is: 19. (3) Reactant: [CH2:1]([C:3]1[CH:10]=[C:9]([OH:11])[CH:8]=[C:7]([CH2:12][CH3:13])[C:4]=1[CH:5]=[O:6])[CH3:2].[C:14]1(B(O)O)[CH:19]=[CH:18][CH:17]=[CH:16][CH:15]=1.N1C=CC=CC=1. Product: [CH2:12]([C:7]1[CH:8]=[C:9]([O:11][C:14]2[CH:19]=[CH:18][CH:17]=[CH:16][CH:15]=2)[CH:10]=[C:3]([CH2:1][CH3:2])[C:4]=1[CH:5]=[O:6])[CH3:13]. The catalyst class is: 221. (4) Reactant: I[C:2]1[CH:3]=[C:4]([NH:8][C:9](=[O:15])[O:10][C:11]([CH3:14])([CH3:13])[CH3:12])[CH:5]=[N:6][CH:7]=1.[C:16]([C:18]1[CH:19]=[N:20][C:21]([NH2:24])=[N:22][CH:23]=1)#[CH:17].CCN(CC)CC. Product: [NH2:24][C:21]1[N:22]=[CH:23][C:18]([C:16]#[C:17][C:2]2[CH:3]=[C:4]([NH:8][C:9](=[O:15])[O:10][C:11]([CH3:14])([CH3:13])[CH3:12])[CH:5]=[N:6][CH:7]=2)=[CH:19][N:20]=1. The catalyst class is: 122.